The task is: Predict the reaction yield, written as a fraction of the theoretical maximum amount of product (1.0 means a 100% yield; for example, 0.34 means a 34% yield).. This data is from Reaction yield outcomes from USPTO patents with 853,638 reactions. (1) The reactants are [O-][CH2:2][CH3:3].[Na+].C(O)C.Cl.[C:9]([NH2:13])(=[NH:12])CC.C(O[CH:17]=[C:18]([C:21]#[N:22])[C:19]#[N:20])C. No catalyst specified. The product is [NH2:20][C:19]1[C:18]([C:21]#[N:22])=[CH:17][N:13]=[C:9]([CH2:2][CH3:3])[N:12]=1. The yield is 0.730. (2) The reactants are [CH3:1][NH:2][C:3]([C:5]1[CH:10]=[CH:9][C:8]([C:11]#[C:12][C:13]2[CH:14]=[CH:15][C:16]([O:22][C:23]([F:26])([F:25])[F:24])=[C:17]([CH:21]=2)[C:18](O)=[O:19])=[CH:7][CH:6]=1)=[O:4].[NH2:27][CH:28]([CH2:32][C:33]1[C:41]2[C:36](=[CH:37][CH:38]=[CH:39][CH:40]=2)[NH:35][CH:34]=1)[CH2:29][C:30]#[N:31].C1C=CC2N(O)N=NC=2C=1.CCN=C=NCCCN(C)C.Cl. The catalyst is CN(C=O)C.O. The product is [C:30]([CH2:29][CH:28]([NH:27][C:18](=[O:19])[C:17]1[CH:21]=[C:13]([C:12]#[C:11][C:8]2[CH:7]=[CH:6][C:5]([C:3](=[O:4])[NH:2][CH3:1])=[CH:10][CH:9]=2)[CH:14]=[CH:15][C:16]=1[O:22][C:23]([F:24])([F:25])[F:26])[CH2:32][C:33]1[C:41]2[C:36](=[CH:37][CH:38]=[CH:39][CH:40]=2)[NH:35][CH:34]=1)#[N:31]. The yield is 0.250. (3) The reactants are [I:1]N1C(=O)CCC1=O.[Br:9][C:10]1[CH:16]=[CH:15][C:13]([NH2:14])=[CH:12][C:11]=1[F:17]. The catalyst is CC(O)=O.C1(C)C=CC=CC=1. The product is [Br:9][C:10]1[C:11]([F:17])=[CH:12][C:13]([NH2:14])=[C:15]([I:1])[CH:16]=1. The yield is 0.870. (4) The reactants are [NH2:1][C:2]1[N:3]([CH2:9][C:10]2[CH:15]=[CH:14][C:13]([F:16])=[C:12]([F:17])[CH:11]=2)[CH:4]=[CH:5][C:6]=1[C:7]#[N:8].C(O/[C:21](/[CH3:28])=[CH:22]/[C:23]([O:25][CH2:26][CH3:27])=[O:24])C.O.CC1C=CC(S(O)(=O)=O)=CC=1.[O-]CC.[Na+].Cl.O. The catalyst is O.C1(C)C=CC=CC=1. The product is [NH2:8][C:7]1[C:22]([C:23]([O:25][CH2:26][CH3:27])=[O:24])=[C:21]([CH3:28])[N:1]=[C:2]2[N:3]([CH2:9][C:10]3[CH:15]=[CH:14][C:13]([F:16])=[C:12]([F:17])[CH:11]=3)[CH:4]=[CH:5][C:6]=12. The yield is 0.780.